From a dataset of Forward reaction prediction with 1.9M reactions from USPTO patents (1976-2016). Predict the product of the given reaction. (1) Given the reactants [Cl:1][C:2]1[CH:3]=[C:4]([C@@H:8]([OH:36])[CH2:9][N:10]([CH2:18][CH2:19][C:20]2[CH:25]=[CH:24][C:23]([S:26]([C:29]3[CH:34]=[CH:33][C:32]([OH:35])=[CH:31][CH:30]=3)(=[O:28])=[O:27])=[CH:22][CH:21]=2)[C:11](=[O:17])[O:12][C:13]([CH3:16])([CH3:15])[CH3:14])[CH:5]=[CH:6][CH:7]=1.C(=O)([O-])[O-].[K+].[K+].Br[CH2:44][C:45]([O:47][CH2:48][CH3:49])=[O:46].O, predict the reaction product. The product is: [C:13]([O:12][C:11]([N:10]([CH2:18][CH2:19][C:20]1[CH:25]=[CH:24][C:23]([S:26]([C:29]2[CH:34]=[CH:33][C:32]([O:35][CH2:44][C:45]([O:47][CH2:48][CH3:49])=[O:46])=[CH:31][CH:30]=2)(=[O:28])=[O:27])=[CH:22][CH:21]=1)[CH2:9][C@@H:8]([C:4]1[CH:5]=[CH:6][CH:7]=[C:2]([Cl:1])[CH:3]=1)[OH:36])=[O:17])([CH3:15])([CH3:16])[CH3:14]. (2) Given the reactants [NH2:1][C:2]1[CH:3]=[CH:4][C:5]([CH3:21])=[C:6]([C:8]2[CH:13]=[CH:12][C:11]([C:14]([NH:16][CH2:17][CH:18]3[CH2:20][CH2:19]3)=[O:15])=[CH:10][CH:9]=2)[CH:7]=1.[Cl:22][C:23]1[CH:28]=[CH:27][C:26]([C:29]2[O:33][C:32]([C:34](O)=[O:35])=[CH:31][CH:30]=2)=[CH:25][CH:24]=1, predict the reaction product. The product is: [Cl:22][C:23]1[CH:28]=[CH:27][C:26]([C:29]2[O:33][C:32]([C:34]([NH:1][C:2]3[CH:7]=[C:6]([C:8]4[CH:13]=[CH:12][C:11]([C:14]([NH:16][CH2:17][CH:18]5[CH2:20][CH2:19]5)=[O:15])=[CH:10][CH:9]=4)[C:5]([CH3:21])=[CH:4][CH:3]=3)=[O:35])=[CH:31][CH:30]=2)=[CH:25][CH:24]=1. (3) Given the reactants [C:1]1([OH:7])[CH:6]=[CH:5][CH:4]=[CH:3][CH:2]=1.[CH3:8][O:9][C:10]1[CH:11]=[C:12]2[C:16](=[CH:17][CH:18]=1)[NH:15][C:14](=[O:19])[C:13]2=O.S(=O)(=O)(O)O.C(Cl)Cl.CCO[C:32]([CH3:34])=[O:33], predict the reaction product. The product is: [OH:7][C:1]1[CH:6]=[CH:5][C:4]([C:13]2([C:1]3[CH:6]=[CH:34][C:32]([OH:33])=[CH:3][CH:2]=3)[C:12]3[C:16](=[CH:17][CH:18]=[C:10]([O:9][CH3:8])[CH:11]=3)[NH:15][C:14]2=[O:19])=[CH:3][CH:2]=1. (4) Given the reactants [CH2:1](Br)[C:2]1[CH:7]=[CH:6][CH:5]=[CH:4][CH:3]=1.[F:9][C:10]1[CH:15]=[CH:14][C:13]([C:16](=[O:18])[CH3:17])=[C:12]([OH:19])[CH:11]=1.C(=O)([O-])[O-].[K+].[K+].Cl, predict the reaction product. The product is: [CH2:1]([O:19][C:12]1[CH:11]=[C:10]([F:9])[CH:15]=[CH:14][C:13]=1[C:16](=[O:18])[CH3:17])[C:2]1[CH:7]=[CH:6][CH:5]=[CH:4][CH:3]=1. (5) Given the reactants [F:1][C:2]1[CH:3]=[C:4]([N+:15]([O-])=O)[CH:5]=[CH:6][C:7]=1[N:8]1[CH2:12][CH2:11][CH:10]([C:13]#[N:14])[CH2:9]1.[Sn](Cl)(Cl)(Cl)Cl.C(=O)(O)[O-].[Na+].C(Cl)Cl, predict the reaction product. The product is: [F:1][C:2]1[CH:3]=[C:4]([NH2:15])[CH:5]=[CH:6][C:7]=1[N:8]1[CH2:12][CH2:11][CH:10]([C:13]#[N:14])[CH2:9]1.